This data is from Forward reaction prediction with 1.9M reactions from USPTO patents (1976-2016). The task is: Predict the product of the given reaction. (1) Given the reactants [H-].[Na+].[C:3]([N:10]1[CH2:15][CH2:14][CH:13]([OH:16])[CH2:12][CH2:11]1)([O:5][C:6]([CH3:9])([CH3:8])[CH3:7])=[O:4].F[C:18]1[CH:19]=[C:20]([N+:24]([O-:26])=[O:25])[CH:21]=[CH:22][CH:23]=1, predict the reaction product. The product is: [C:6]([O:5][C:3]([N:10]1[CH2:15][CH2:14][CH:13]([O:16][C:18]2[CH:23]=[CH:22][CH:21]=[C:20]([N+:24]([O-:26])=[O:25])[CH:19]=2)[CH2:12][CH2:11]1)=[O:4])([CH3:9])([CH3:8])[CH3:7]. (2) Given the reactants [Br:1][C:2]1[CH:3]=[N:4][C:5](Cl)=[N:6][CH:7]=1.[NH:9]1[CH:13]=[CH:12][CH:11]=[N:10]1.C(=O)([O-])[O-].[K+].[K+].O, predict the reaction product. The product is: [Br:1][C:2]1[CH:3]=[N:4][C:5]([N:9]2[CH:13]=[CH:12][CH:11]=[N:10]2)=[N:6][CH:7]=1.